Dataset: Catalyst prediction with 721,799 reactions and 888 catalyst types from USPTO. Task: Predict which catalyst facilitates the given reaction. (1) Reactant: [CH3:1][S:2]([CH2:5][CH2:6][CH2:7][C:8](Cl)=[O:9])(=[O:4])=[O:3].[C:11]([O:15][C:16](=[O:47])[NH:17][C:18]([C:20]1[S:21][C:22]([S:45][CH3:46])=[C:23]([S:25]([C:28]2[CH:29]=[C:30]([C:34]3[C:39]([NH2:40])=[CH:38][C:37]([N+:41]([O-])=O)=[CH:36][C:35]=3[CH3:44])[CH:31]=[CH:32][CH:33]=2)(=[O:27])=[O:26])[CH:24]=1)=[NH:19])([CH3:14])([CH3:13])[CH3:12].CCN(CC)CC. Product: [C:11]([O:15][C:16](=[O:47])[NH:17][C:18]([C:20]1[S:21][C:22]([S:45][CH3:46])=[C:23]([S:25]([C:28]2[CH:29]=[C:30]([C:34]3[C:39]([NH:40][C:8](=[O:9])[CH2:7][CH2:6][CH2:5][S:2]([CH3:1])(=[O:4])=[O:3])=[CH:38][C:37]([NH2:41])=[CH:36][C:35]=3[CH3:44])[CH:31]=[CH:32][CH:33]=2)(=[O:26])=[O:27])[CH:24]=1)=[NH:19])([CH3:14])([CH3:13])[CH3:12]. The catalyst class is: 2. (2) Reactant: [C:1]([N:4]1[C:13]2[C:8](=[CH:9][C:10](Br)=[CH:11][CH:12]=2)[C@H:7]([NH:15][C:16](=[O:25])[O:17][CH2:18][C:19]2[CH:24]=[CH:23][CH:22]=[CH:21][CH:20]=2)[C@@H:6]([CH3:26])[C@@H:5]1[CH3:27])(=[O:3])[CH3:2].[O:28]1[CH2:33][CH:32]=[C:31](B2OC(C)(C)C(C)(C)O2)[CH2:30][CH2:29]1.C(=O)([O-])[O-].[Cs+].[Cs+].O. Product: [C:1]([N:4]1[C:13]2[C:8](=[CH:9][C:10]([C:31]3[CH2:32][CH2:33][O:28][CH2:29][CH:30]=3)=[CH:11][CH:12]=2)[C@H:7]([NH:15][C:16](=[O:25])[O:17][CH2:18][C:19]2[CH:24]=[CH:23][CH:22]=[CH:21][CH:20]=2)[C@@H:6]([CH3:26])[C@@H:5]1[CH3:27])(=[O:3])[CH3:2]. The catalyst class is: 77.